From a dataset of Catalyst prediction with 721,799 reactions and 888 catalyst types from USPTO. Predict which catalyst facilitates the given reaction. (1) Reactant: [H-].[Na+].CC1C=CC(S(/[CH:13]=[CH:14]/[C:15]2[CH:20]=[CH:19][C:18]([N+:21]([O-:23])=[O:22])=[CH:17][CH:16]=2)(=O)=O)=CC=1.[N+:24]([CH2:26][C:27]([O:29][CH3:30])=[O:28])#[C-:25]. Product: [N+:21]([C:18]1[CH:17]=[CH:16][C:15]([C:14]2[CH:13]=[CH:25][NH:24][C:26]=2[C:27]([O:29][CH3:30])=[O:28])=[CH:20][CH:19]=1)([O-:23])=[O:22]. The catalyst class is: 253. (2) Reactant: C([O:5][CH:6]([C:12]1[C:21]([CH3:22])=[CH:20][C:19]2[C:14](=[CH:15][CH:16]=[CH:17][CH:18]=2)[C:13]=1[O:23][S:24]([C:27]([F:30])([F:29])[F:28])(=[O:26])=[O:25])[C:7]([O:9][CH2:10][CH3:11])=[O:8])(C)(C)C.C(O)(C(F)(F)F)=O. Product: [OH:5][CH:6]([C:12]1[C:21]([CH3:22])=[CH:20][C:19]2[C:14](=[CH:15][CH:16]=[CH:17][CH:18]=2)[C:13]=1[O:23][S:24]([C:27]([F:30])([F:28])[F:29])(=[O:25])=[O:26])[C:7]([O:9][CH2:10][CH3:11])=[O:8]. The catalyst class is: 34. (3) Reactant: [H-].[Na+].[Cl:3][C:4]1[CH:9]=[CH:8][C:7]([CH2:10][C:11]#[N:12])=[CH:6][CH:5]=1.Cl[C:14]1[CH:15]=[CH:16][C:17]([N+:24]([O-:26])=[O:25])=[C:18]([CH:23]=1)[C:19]([O:21][CH3:22])=[O:20].C(OC(C)C)(C)C. Product: [Cl:3][C:4]1[CH:9]=[CH:8][C:7]([CH:10]([C:11]#[N:12])[C:14]2[CH:15]=[CH:16][C:17]([N+:24]([O-:26])=[O:25])=[C:18]([CH:23]=2)[C:19]([O:21][CH3:22])=[O:20])=[CH:6][CH:5]=1. The catalyst class is: 3.